This data is from Peptide-MHC class II binding affinity with 134,281 pairs from IEDB. The task is: Regression. Given a peptide amino acid sequence and an MHC pseudo amino acid sequence, predict their binding affinity value. This is MHC class II binding data. (1) The peptide sequence is LELLQRRFGGTVIRN. The MHC is HLA-DQA10501-DQB10303 with pseudo-sequence HLA-DQA10501-DQB10303. The binding affinity (normalized) is 0.446. (2) The peptide sequence is DIYNYMEPYVSKVDP. The MHC is HLA-DPA10201-DPB11401 with pseudo-sequence HLA-DPA10201-DPB11401. The binding affinity (normalized) is 0.221. (3) The peptide sequence is EMETESWIVDRQWAQ. The MHC is DRB1_0404 with pseudo-sequence DRB1_0404. The binding affinity (normalized) is 0. (4) The peptide sequence is TPTNASHIQSAVVCG. The MHC is DRB1_0405 with pseudo-sequence DRB1_0405. The binding affinity (normalized) is 0.175. (5) The peptide sequence is FSQPEQEFPQPQ. The MHC is HLA-DQA10501-DQB10201 with pseudo-sequence HLA-DQA10501-DQB10201. The binding affinity (normalized) is 0.181. (6) The peptide sequence is NFRFLTEKGMKNVFD. The MHC is HLA-DPA10103-DPB10201 with pseudo-sequence HLA-DPA10103-DPB10201. The binding affinity (normalized) is 0.236. (7) The peptide sequence is AVFDSKLISEKET. The MHC is HLA-DPA10201-DPB10501 with pseudo-sequence HLA-DPA10201-DPB10501. The binding affinity (normalized) is 0.0627.